This data is from Forward reaction prediction with 1.9M reactions from USPTO patents (1976-2016). The task is: Predict the product of the given reaction. (1) Given the reactants [Cl:1][C:2]1[C:3]([O:25][CH3:26])=[CH:4][C:5]([CH2:16][C:17](=O)[C:18]2[CH:19]=[N:20][CH:21]=[CH:22][CH:23]=2)=[C:6]([NH:8]C(=O)OC(C)(C)C)[CH:7]=1.FC(F)(F)C(O)=O, predict the reaction product. The product is: [Cl:1][C:2]1[CH:7]=[C:6]2[C:5]([CH:16]=[C:17]([C:18]3[CH:19]=[N:20][CH:21]=[CH:22][CH:23]=3)[NH:8]2)=[CH:4][C:3]=1[O:25][CH3:26]. (2) Given the reactants CC([Si](C)(C)[O:6][CH2:7][CH2:8][CH2:9][C:10]1[C:18]2[C:13](=[CH:14][CH:15]=[C:16]([C:19]([O:21][CH2:22][CH3:23])=[O:20])[CH:17]=2)[NH:12][C:11]=1[Si](C)(C)C)(C)C, predict the reaction product. The product is: [OH:6][CH2:7][CH2:8][CH2:9][C:10]1[C:18]2[C:13](=[CH:14][CH:15]=[C:16]([C:19]([O:21][CH2:22][CH3:23])=[O:20])[CH:17]=2)[NH:12][CH:11]=1. (3) Given the reactants [OH:1][CH2:2][C:3]1[CH:7]=[C:6]([C:8]2[CH:13]=[CH:12][CH:11]=[CH:10][CH:9]=2)[O:5][N:4]=1.C(=O)(O)[O-].[Na+].[CH3:19][S:20](Cl)(=[O:22])=[O:21], predict the reaction product. The product is: [CH3:19][S:20]([O:1][CH2:2][C:3]1[CH:7]=[C:6]([C:8]2[CH:9]=[CH:10][CH:11]=[CH:12][CH:13]=2)[O:5][N:4]=1)(=[O:22])=[O:21]. (4) Given the reactants [Br:1][C:2]1[CH:3]=[C:4]2[C:14](=[CH:15][CH:16]=1)[O:13][C:7]1([CH2:12][CH2:11][CH2:10][O:9][CH2:8]1)[CH2:6][C:5]12[NH:20][C:19](=S)[C:18]([CH3:22])=[N:17]1.[NH3:23], predict the reaction product. The product is: [Br:1][C:2]1[CH:3]=[C:4]2[C:14](=[CH:15][CH:16]=1)[O:13][C:7]1([CH2:12][CH2:11][CH2:10][O:9][CH2:8]1)[CH2:6][C:5]12[N:20]=[C:19]([NH2:23])[C:18]([CH3:22])=[N:17]1. (5) Given the reactants C[Si]([C:5]#[C:6][C:7]1[C:15]2[C:11](=[N:12][S:13][N:14]=2)[C:10]([C:16]#[C:17][Si](C)(C)C)=[CH:9][CH:8]=1)(C)C.C([O-])([O-])=O.[K+].[K+].C(Cl)Cl, predict the reaction product. The product is: [C:16]([C:10]1[C:11]2[C:15](=[N:14][S:13][N:12]=2)[C:7]([C:6]#[CH:5])=[CH:8][CH:9]=1)#[CH:17]. (6) Given the reactants [Cl:1][C:2]1[CH:7]=[C:6]([C:8]([F:11])([F:10])[F:9])[CH:5]=[CH:4][C:3]=1F.[NH:13]1[CH2:18][CH2:17][NH:16][CH2:15][CH2:14]1, predict the reaction product. The product is: [Cl:1][C:2]1[CH:7]=[C:6]([C:8]([F:11])([F:10])[F:9])[CH:5]=[CH:4][C:3]=1[N:13]1[CH2:18][CH2:17][NH:16][CH2:15][CH2:14]1. (7) Given the reactants [N+:1]([C:4]1[CH:9]=[CH:8][C:7]([CH2:10][C:11]([OH:13])=O)=[CH:6][CH:5]=1)([O-:3])=[O:2].[NH2:14][CH:15]([CH2:23][CH3:24])[C:16]([O:18][CH2:19][CH:20]([CH3:22])[CH3:21])=[O:17], predict the reaction product. The product is: [CH2:19]([O:18][C:16](=[O:17])[CH:15]([NH:14][C:11](=[O:13])[CH2:10][C:7]1[CH:6]=[CH:5][C:4]([N+:1]([O-:3])=[O:2])=[CH:9][CH:8]=1)[CH2:23][CH3:24])[CH:20]([CH3:21])[CH3:22]. (8) Given the reactants CS(O)(=O)=O.[NH2:6][N:7]1[CH:11]=[C:10]([Br:12])[CH:9]=[C:8]1[C:13]([O:15]C)=O.C(O[CH:20](OCC)[CH2:21][C:22]#[N:23])C.ClC(Cl)C.C1CCN2C(=NCCC2)CC1, predict the reaction product. The product is: [Br:12][C:10]1[CH:9]=[C:8]2[C:13]([OH:15])=[C:21]([C:22]#[N:23])[CH:20]=[N:6][N:7]2[CH:11]=1. (9) Given the reactants Br[C:2]1[CH:3]=[CH:4][C:5]([Cl:18])=[C:6]([S:8]([NH:11][C:12]2[CH:17]=[CH:16][CH:15]=[CH:14][CH:13]=2)(=[O:10])=[O:9])[CH:7]=1.[B:19]1([B:19]2[O:23][C:22]([CH3:25])([CH3:24])[C:21]([CH3:27])([CH3:26])[O:20]2)[O:23][C:22]([CH3:25])([CH3:24])[C:21]([CH3:27])([CH3:26])[O:20]1.CC([O-])=O.[K+].C(Cl)Cl, predict the reaction product. The product is: [Cl:18][C:5]1[CH:4]=[CH:3][C:2]([B:19]2[O:23][C:22]([CH3:25])([CH3:24])[C:21]([CH3:27])([CH3:26])[O:20]2)=[CH:7][C:6]=1[S:8]([NH:11][C:12]1[CH:17]=[CH:16][CH:15]=[CH:14][CH:13]=1)(=[O:10])=[O:9].